Predict the reactants needed to synthesize the given product. From a dataset of Full USPTO retrosynthesis dataset with 1.9M reactions from patents (1976-2016). (1) Given the product [Cl:55][C:52]1[CH:51]=[CH:50][C:49]([CH:30]([C:27]2[CH:28]=[CH:29][C:24]([Cl:23])=[CH:25][CH:26]=2)[N:31]2[CH2:32][CH:33]([CH2:35][S:36]([NH:39][C:40]3[CH:48]=[C:47]([CH:46]=[CH:45][CH:41]=3)[C:64]([NH:57][C@@H:58]([C:60](=[O:61])[NH2:62])[CH3:59])=[O:63])(=[O:38])=[O:37])[CH2:34]2)=[CH:54][CH:53]=1, predict the reactants needed to synthesize it. The reactants are: ON1C2C=CC=CC=2N=N1.Cl.CN(C)CCCN=C=NCC.[Cl:23][C:24]1[CH:29]=[CH:28][C:27]([CH:30]([C:49]2[CH:54]=[CH:53][C:52]([Cl:55])=[CH:51][CH:50]=2)[N:31]2[CH2:34][CH:33]([CH2:35][S:36]([NH:39][C:40]3[CH:48]=[CH:47][CH:46]=[CH:45][C:41]=3C(O)=O)(=[O:38])=[O:37])[CH2:32]2)=[CH:26][CH:25]=1.Cl.[NH2:57][C@@H:58]([C:60]([NH2:62])=[O:61])[CH3:59].[O:63]1CCC[CH2:64]1. (2) Given the product [NH2:1][C:4]1[CH:5]=[CH:6][C:7]([C:10]2[NH:11][C:12]([C:15]3[CH:20]=[CH:19][C:18]([NH2:21])=[CH:17][CH:16]=3)=[CH:13][N:14]=2)=[CH:8][CH:9]=1, predict the reactants needed to synthesize it. The reactants are: [N+:1]([C:4]1[CH:9]=[CH:8][C:7]([C:10]2[NH:11][C:12]([C:15]3[CH:20]=[CH:19][C:18]([N+:21]([O-])=O)=[CH:17][CH:16]=3)=[CH:13][N:14]=2)=[CH:6][CH:5]=1)([O-])=O. (3) Given the product [CH:44]([NH:36][CH2:35][CH2:34][NH:33][C:5]1[N:4]=[C:3]([O:2][CH3:1])[C:8]([NH:9][C:10]([C:12]2[N:13]=[C:14]([O:17][C:18]3[CH:19]=[C:20]4[C:24](=[CH:25][C:26]=3[O:27][CH3:28])[CH2:23][CH2:22][C:21]4([CH3:30])[CH3:29])[S:15][CH:16]=2)=[O:11])=[C:7]([O:31][CH3:32])[N:6]=1)([CH3:46])[CH3:45], predict the reactants needed to synthesize it. The reactants are: [CH3:1][O:2][C:3]1[C:8]([NH:9][C:10]([C:12]2[N:13]=[C:14]([O:17][C:18]3[CH:19]=[C:20]4[C:24](=[CH:25][C:26]=3[O:27][CH3:28])[CH2:23][CH2:22][C:21]4([CH3:30])[CH3:29])[S:15][CH:16]=2)=[O:11])=[C:7]([O:31][CH3:32])[N:6]=[C:5]([NH:33][CH2:34][CH2:35][N:36]([CH:44]([CH3:46])[CH3:45])C(=O)OC(C)(C)C)[N:4]=1. (4) Given the product [CH:1]1([C:7]([CH:9]2[CH2:14][CH2:13][C:12]([F:15])([F:16])[CH2:11][CH2:10]2)=[O:8])[CH2:6][CH2:5][CH2:4][CH2:3][CH2:2]1, predict the reactants needed to synthesize it. The reactants are: [CH:1]1([CH:7]([CH:9]2[CH2:14][CH2:13][C:12]([F:16])([F:15])[CH2:11][CH2:10]2)[OH:8])[CH2:6][CH2:5][CH2:4][CH2:3][CH2:2]1.CC(OI1(OC(C)=O)(OC(C)=O)OC(=O)C2C=CC=CC1=2)=O. (5) Given the product [Cl:1][C:2]1[C:3]2[N:4]([CH:18]=[N:19][CH:20]=2)[C:5]([C:11]2[CH:16]=[CH:15][CH:14]=[C:13]([F:17])[CH:12]=2)=[C:6]([CH:8]([NH:10][C:22]2[N:30]=[CH:29][N:28]=[C:27]3[C:23]=2[N:24]=[CH:25][NH:26]3)[CH3:9])[CH:7]=1, predict the reactants needed to synthesize it. The reactants are: [Cl:1][C:2]1[C:3]2[N:4]([CH:18]=[N:19][CH:20]=2)[C:5]([C:11]2[CH:16]=[CH:15][CH:14]=[C:13]([F:17])[CH:12]=2)=[C:6]([CH:8]([NH2:10])[CH3:9])[CH:7]=1.Br[C:22]1[N:30]=[CH:29][N:28]=[C:27]2[C:23]=1[N:24]=[CH:25][NH:26]2.C(N(CC)C(C)C)(C)C. (6) Given the product [Cl:1][C:2]1[C:3]([O:16][CH3:17])=[CH:4][CH:5]=[C:6]2[C:11]=1[N:10]=[C:9]([C:12]([NH2:21])=[O:13])[CH:8]=[C:7]2[OH:15], predict the reactants needed to synthesize it. The reactants are: [Cl:1][C:2]1[C:3]([O:16][CH3:17])=[CH:4][CH:5]=[C:6]2[C:11]=1[N:10]=[C:9]([C:12](O)=[O:13])[CH:8]=[C:7]2[OH:15].[Cl-].[NH4+].C[N:21](C(ON1N=NC2C=CC=NC1=2)=[N+](C)C)C.F[P-](F)(F)(F)(F)F.CN1CCOCC1.